Dataset: Full USPTO retrosynthesis dataset with 1.9M reactions from patents (1976-2016). Task: Predict the reactants needed to synthesize the given product. (1) Given the product [CH3:38][N:37]([CH3:39])[CH2:36][CH2:35][O:1][C:2]1[CH:3]=[C:4]([CH:8]2[CH2:13][N:12]3[N:14]=[C:15]([C:20]4[CH:25]=[CH:24][C:23]([O:26][C:27]5[CH:28]=[CH:29][CH:30]=[CH:31][CH:32]=5)=[CH:22][CH:21]=4)[C:16]([C:17]([NH2:19])=[O:18])=[C:11]3[NH:10][CH2:9]2)[CH:5]=[CH:6][CH:7]=1, predict the reactants needed to synthesize it. The reactants are: [OH:1][C:2]1[CH:3]=[C:4]([CH:8]2[CH2:13][N:12]3[N:14]=[C:15]([C:20]4[CH:25]=[CH:24][C:23]([O:26][C:27]5[CH:32]=[CH:31][CH:30]=[CH:29][CH:28]=5)=[CH:22][CH:21]=4)[C:16]([C:17]([NH2:19])=[O:18])=[C:11]3[NH:10][CH2:9]2)[CH:5]=[CH:6][CH:7]=1.Cl.Cl[CH2:35][CH2:36][N:37]([CH3:39])[CH3:38]. (2) The reactants are: Br[C:2]1[S:3][C:4]2[C:9]([N:10]3[C:14]([C:15]4[CH:20]=[CH:19][CH:18]=[CH:17][C:16]=4[Cl:21])=[CH:13][N:12]=[CH:11]3)=[N:8][NH:7][C:5]=2[N:6]=1.[CH3:22][NH2:23]. Given the product [Cl:21][C:16]1[CH:17]=[CH:18][CH:19]=[CH:20][C:15]=1[C:14]1[N:10]([C:9]2[C:4]3[S:3][C:2]([NH:23][CH3:22])=[N:6][C:5]=3[NH:7][N:8]=2)[CH:11]=[N:12][CH:13]=1, predict the reactants needed to synthesize it. (3) The reactants are: Br[C:2]1[CH:22]=[C:21]2[C:5]([CH2:6][C:7]3([C:20]2=[O:23])[CH2:18][C:17]2[C:19]4[C:13]([CH:14]=[CH:15][CH:16]=2)=[CH:12][CH:11]=[CH:10][C:9]=4[CH2:8]3)=[CH:4][CH:3]=1.[C:24]([C:26]1[CH:27]=[C:28](B(O)O)[CH:29]=[CH:30][CH:31]=1)#[N:25].C([O-])([O-])=O.[Cs+].[Cs+]. Given the product [O:23]=[C:20]1[C:7]2([CH2:8][C:9]3[C:19]4[C:13]([CH:12]=[CH:11][CH:10]=3)=[CH:14][CH:15]=[CH:16][C:17]=4[CH2:18]2)[CH2:6][C:5]2[C:21]1=[CH:22][C:2]([C:30]1[CH:31]=[C:26]([CH:27]=[CH:28][CH:29]=1)[C:24]#[N:25])=[CH:3][CH:4]=2, predict the reactants needed to synthesize it. (4) Given the product [OH:8][C@@H:9]1[C@@:34]2([CH3:35])[C:13](=[CH:14][CH:15]=[C:16]3[C@@H:33]2[CH2:32][CH2:31][C@@:30]2([CH3:36])[C@H:17]3[CH2:18][CH:19]=[C:20]2[C@@H:21]([O:23][CH2:24][CH2:25][C:26]([OH:29])([CH3:27])[CH3:28])[CH3:22])[CH2:12][C@@H:11]([OH:37])[CH2:10]1, predict the reactants needed to synthesize it. The reactants are: [Si]([O:8][C@@H:9]1[C@@:34]2([CH3:35])[C:13](=[CH:14][CH:15]=[C:16]3[C@@H:33]2[CH2:32][CH2:31][C@@:30]2([CH3:36])[C@H:17]3[CH2:18][CH:19]=[C:20]2[C@@H:21]([O:23][CH2:24][CH2:25][C:26]([OH:29])([CH3:28])[CH3:27])[CH3:22])[CH2:12][C@@H:11]([O:37][Si](C(C)(C)C)(C)C)[CH2:10]1)(C(C)(C)C)(C)C.[F-].C([N+](CCCC)(CCCC)CCCC)CCC. (5) The reactants are: [C:1]([C:3]1[CH:8]=[CH:7][C:6]([C@@H:9]2[CH2:14][C@@H:13]([O:15][CH2:16][CH3:17])[CH2:12][CH2:11][N:10]2[CH2:18][C:19]2[C:27]([O:28][CH3:29])=[CH:26][C:25]([CH3:30])=[C:24]3[C:20]=2[CH:21]=[CH:22][N:23]3C(OC(C)(C)C)=O)=[CH:5][CH:4]=1)#[N:2].[N-:38]=[N+:39]=[N-:40].[Na+]. Given the product [NH:2]1[C:1]([C:3]2[CH:4]=[CH:5][C:6]([C@@H:9]3[CH2:14][C@@H:13]([O:15][CH2:16][CH3:17])[CH2:12][CH2:11][N:10]3[CH2:18][C:19]3[C:27]([O:28][CH3:29])=[CH:26][C:25]([CH3:30])=[C:24]4[C:20]=3[CH:21]=[CH:22][NH:23]4)=[CH:7][CH:8]=2)=[N:40][N:39]=[N:38]1, predict the reactants needed to synthesize it. (6) Given the product [NH2:9][C:10]1[C:2]([Br:1])=[CH:3][CH:4]=[C:5]([Br:11])[C:6]=1[NH2:7], predict the reactants needed to synthesize it. The reactants are: [Br:1][C:2]1[C:10]2[C:6](=[N:7]S[N:9]=2)[C:5]([Br:11])=[CH:4][CH:3]=1.[BH4-].[Na+].